This data is from Reaction yield outcomes from USPTO patents with 853,638 reactions. The task is: Predict the reaction yield, written as a fraction of the theoretical maximum amount of product (1.0 means a 100% yield; for example, 0.34 means a 34% yield). The reactants are [CH2:1]([OH:8])[C:2]1[CH:7]=[CH:6][CH:5]=[CH:4][CH:3]=1.Cl[C:10]1[C:19]2[C:14](=[CH:15][CH:16]=[C:17]([O:20][CH3:21])[N:18]=2)[N:13]=[CH:12][C:11]=1[C:22]([OH:24])=[O:23].[H-].[Na+]. The catalyst is CN(C)C=O. The product is [CH2:1]([O:8][C:10]1[C:19]2[C:14](=[CH:15][CH:16]=[C:17]([O:20][CH3:21])[N:18]=2)[N:13]=[CH:12][C:11]=1[C:22]([OH:24])=[O:23])[C:2]1[CH:7]=[CH:6][CH:5]=[CH:4][CH:3]=1. The yield is 0.980.